Dataset: Reaction yield outcomes from USPTO patents with 853,638 reactions. Task: Predict the reaction yield, written as a fraction of the theoretical maximum amount of product (1.0 means a 100% yield; for example, 0.34 means a 34% yield). (1) The reactants are [CH3:1][CH:2]1[CH:6]([CH3:7])[O:5][C:4]2([CH2:12][C:11]([CH3:14])([CH3:13])[C:10](=[O:15])[C:9]([CH3:16])=[CH:8]2)[O:3]1.O1CC[CH2:19][CH2:18]1. The catalyst is O. The product is [C:18]([C:10]1([OH:15])[C:11]([CH3:14])([CH3:13])[CH2:12][C:4]2([O:5][CH:6]([CH3:7])[CH:2]([CH3:1])[O:3]2)[CH:8]=[C:9]1[CH3:16])#[CH:19]. The yield is 0.850. (2) The reactants are [Cl:1][C:2]1[C:7]([CH2:8][C:9]([O:11]C)=[O:10])=[C:6]([N:13]([CH3:15])[CH3:14])[N:5]=[C:4]([CH2:16][C:17]2[CH:22]=[CH:21][C:20]([N:23]([C:25](=[O:33])[C:26]3[CH:31]=[CH:30][C:29]([Cl:32])=[CH:28][CH:27]=3)[CH3:24])=[CH:19][CH:18]=2)[N:3]=1.[OH-].[Na+].CCOCC.Cl. The catalyst is C1COCC1. The product is [Cl:1][C:2]1[C:7]([CH2:8][C:9]([OH:11])=[O:10])=[C:6]([N:13]([CH3:14])[CH3:15])[N:5]=[C:4]([CH2:16][C:17]2[CH:22]=[CH:21][C:20]([N:23]([C:25](=[O:33])[C:26]3[CH:31]=[CH:30][C:29]([Cl:32])=[CH:28][CH:27]=3)[CH3:24])=[CH:19][CH:18]=2)[N:3]=1. The yield is 0.270. (3) The reactants are CO[C:3](=O)[NH:4][CH2:5][CH2:6][CH:7]([OH:12])[CH:8]=[C:9]([CH3:11])[CH3:10].[H-].[H-].[H-].[H-].[Li+].[Al+3].[OH-].[Na+]. The catalyst is O1CCCC1. The product is [CH3:10][C:9]([CH3:11])=[CH:8][CH:7]([OH:12])[CH2:6][CH2:5][NH:4][CH3:3]. The yield is 1.00. (4) The reactants are [Cl-].O[NH3+:3].[C:4](=[O:7])([O-])[OH:5].[Na+].CS(C)=O.[NH:13]1[C:21]2[C:16](=[CH:17][C:18]([C:22]3[C:27](=[O:28])[N:26]([CH2:29][C:30]4[CH:35]=[CH:34][C:33]([C:36]5[C:37]([C:42]#[N:43])=[CH:38][CH:39]=[CH:40][CH:41]=5)=[CH:32][CH:31]=4)[C:25]([CH2:44][CH2:45][CH3:46])=[N:24][C:23]=3[CH3:47])=[CH:19][CH:20]=2)[CH:15]=[CH:14]1. The catalyst is C(OCC)(=O)C. The product is [NH:13]1[C:21]2[C:16](=[CH:17][C:18]([C:22]3[C:27](=[O:28])[N:26]([CH2:29][C:30]4[CH:35]=[CH:34][C:33]([C:36]5[CH:41]=[CH:40][CH:39]=[CH:38][C:37]=5[C:42]5[NH:3][C:4](=[O:7])[O:5][N:43]=5)=[CH:32][CH:31]=4)[C:25]([CH2:44][CH2:45][CH3:46])=[N:24][C:23]=3[CH3:47])=[CH:19][CH:20]=2)[CH:15]=[CH:14]1. The yield is 0.200. (5) The yield is 0.253. The reactants are O1CCCC1.[F:6][C:7]1[CH:8]=[C:9]([CH:22]=[CH:23][CH:24]=1)[O:10][C:11]1[CH:16]=[CH:15][C:14]([CH2:17][C:18](Cl)=[N:19][OH:20])=[CH:13][CH:12]=1.[C:25]([C:27]1[C:28]([NH2:33])=[N:29][CH:30]=[CH:31][CH:32]=1)#[CH:26].C(N(CC)CC)C. The product is [F:6][C:7]1[CH:8]=[C:9]([CH:22]=[CH:23][CH:24]=1)[O:10][C:11]1[CH:16]=[CH:15][C:14]([CH2:17][C:18]2[CH:26]=[C:25]([C:27]3[C:28]([NH2:33])=[N:29][CH:30]=[CH:31][CH:32]=3)[O:20][N:19]=2)=[CH:13][CH:12]=1. The catalyst is O. (6) The reactants are [N+:1]([C:4]1[CH:5]=[C:6]2[C:10](=[CH:11][CH:12]=1)[NH:9][C:8]([C:13]1[CH:18]=[CH:17][CH:16]=[CH:15][CH:14]=1)=[CH:7]2)([O-])=O. The catalyst is CO.[Ni]. The product is [C:13]1([C:8]2[NH:9][C:10]3[C:6]([CH:7]=2)=[CH:5][C:4]([NH2:1])=[CH:12][CH:11]=3)[CH:14]=[CH:15][CH:16]=[CH:17][CH:18]=1. The yield is 0.770. (7) The catalyst is C(Cl)Cl. The product is [CH:34]12[CH2:31][CH:29]3[CH2:44][CH:36]([CH2:37][CH:38]([CH2:30]3)[CH:42]1[NH:41][C:3](=[O:4])[C:2]([CH3:1])([N:7]1[CH2:12][CH2:11][N:10]([C:13]3[CH:18]=[CH:17][C:16]([C:19]([F:20])([F:21])[F:22])=[CH:15][N:14]=3)[CH2:9][CH2:8]1)[CH3:6])[CH2:35]2. The reactants are [CH3:1][C:2]([N:7]1[CH2:12][CH2:11][N:10]([C:13]2[CH:18]=[CH:17][C:16]([C:19]([F:22])([F:21])[F:20])=[CH:15][N:14]=2)[CH2:9][CH2:8]1)([CH3:6])[C:3](O)=[O:4].CCN([CH:29]([CH3:31])[CH3:30])C(C)C.O.O[C:34]1[C:42]2[N:41]=NN[C:38]=2[CH:37]=[CH:36][CH:35]=1.Cl.[CH3:44]N(C)CCCN=C=NCC. The yield is 0.690.